Task: Predict the reaction yield, written as a fraction of the theoretical maximum amount of product (1.0 means a 100% yield; for example, 0.34 means a 34% yield).. Dataset: Reaction yield outcomes from USPTO patents with 853,638 reactions (1) The reactants are [Cl:1][C:2]1[CH:7]=[CH:6][C:5]([O:8][C:9]2[CH:14]=[CH:13][C:12]([N+:15]([O-])=O)=[CH:11][C:10]=2[O:18][CH3:19])=[CH:4][C:3]=1[Cl:20].[Cl-].[NH4+]. The catalyst is O1CCCC1.O.[Fe]. The product is [Cl:20][C:3]1[CH:4]=[C:5]([CH:6]=[CH:7][C:2]=1[Cl:1])[O:8][C:9]1[CH:14]=[CH:13][C:12]([NH2:15])=[CH:11][C:10]=1[O:18][CH3:19]. The yield is 0.740. (2) The reactants are [C:1]([O:5][C:6](=[O:10])[C@H:7]([CH3:9])[NH2:8])([CH3:4])([CH3:3])[CH3:2].[CH2:11]1[CH2:17][S:14](=[O:16])(=[O:15])[O:13][CH2:12]1. The catalyst is O1CCCC1. The product is [C:1]([O:5][C:6](=[O:10])[C@@H:7]([NH:8][CH2:12][CH2:11][CH2:17][S:14]([OH:16])(=[O:15])=[O:13])[CH3:9])([CH3:4])([CH3:3])[CH3:2]. The yield is 0.540. (3) The reactants are [OH:1][C:2]1[CH:7]=[CH:6][C:5]([C:8]2[CH:9]=[C:10]3[C:15](=[CH:16][CH:17]=2)[CH:14]=[C:13]([C:18]([O:20]C)=[O:19])[CH:12]=[CH:11]3)=[CH:4][CH:3]=1.C([O-])([O-])=O.[K+].[K+].Cl[CH2:29][C:30]1[C:31]([C:38]2[C:43]([Cl:44])=[CH:42][CH:41]=[CH:40][C:39]=2[Cl:45])=[N:32][O:33][C:34]=1[CH:35]([CH3:37])[CH3:36].[OH-].[Na+]. The catalyst is CN(C=O)C.CCOC(C)=O.O.C1COCC1.CCO. The product is [Cl:44][C:43]1[CH:42]=[CH:41][CH:40]=[C:39]([Cl:45])[C:38]=1[C:31]1[C:30]([CH2:29][O:1][C:2]2[CH:7]=[CH:6][C:5]([C:8]3[CH:17]=[C:16]4[C:15](=[CH:10][CH:9]=3)[CH:14]=[C:13]([C:18]([OH:20])=[O:19])[CH:12]=[CH:11]4)=[CH:4][CH:3]=2)=[C:34]([CH:35]([CH3:37])[CH3:36])[O:33][N:32]=1. The yield is 0.940. (4) The reactants are C1(P(C2C=CC=CC=2)C2C=CC=CC=2)C=CC=CC=1.CCOC(/N=N/C(OCC)=O)=O.C1(C)C=CC=CC=1.[CH2:39]([O:41][C:42](=[O:56])[CH2:43][CH2:44][C:45]([C:47]1[CH:52]=[C:51]([F:53])[C:50]([OH:54])=[C:49]([F:55])[CH:48]=1)=[O:46])[CH3:40].[C:57]([O:61][C:62]([N:64]1[CH2:69][CH2:68][CH:67](O)[CH2:66][CH2:65]1)=[O:63])([CH3:60])([CH3:59])[CH3:58]. The catalyst is C1COCC1. The product is [C:57]([O:61][C:62]([N:64]1[CH2:69][CH2:68][CH:67]([O:54][C:50]2[C:51]([F:53])=[CH:52][C:47]([C:45](=[O:46])[CH2:44][CH2:43][C:42]([O:41][CH2:39][CH3:40])=[O:56])=[CH:48][C:49]=2[F:55])[CH2:66][CH2:65]1)=[O:63])([CH3:60])([CH3:58])[CH3:59]. The yield is 0.490. (5) The reactants are [Cl:1][C:2]1[C:7]([C:8]2[CH:16]=C[C:11]3[N:12]=[CH:13]S[C:10]=3[CH:9]=2)=[CH:6][CH:5]=[CH:4][N:3]=1.BrC1C=CC2[N:22]([N:24]=CN=2)C=1.ClC1C(B2OC(C)(C)C(C)(C)O2)=CC=CN=1.C([O-])([O-])=O.[Na+].[Na+]. The catalyst is O1CCOCC1.C(Cl)Cl.C1C=CC([P]([Pd]([P](C2C=CC=CC=2)(C2C=CC=CC=2)C2C=CC=CC=2)([P](C2C=CC=CC=2)(C2C=CC=CC=2)C2C=CC=CC=2)[P](C2C=CC=CC=2)(C2C=CC=CC=2)C2C=CC=CC=2)(C2C=CC=CC=2)C2C=CC=CC=2)=CC=1. The product is [Cl:1][C:2]1[C:7]([C:8]2[CH:9]=[CH:10][C:11]3[N:22]([N:24]=[CH:13][N:12]=3)[CH:16]=2)=[CH:6][CH:5]=[CH:4][N:3]=1. The yield is 0.580. (6) The reactants are [F:1][C:2]1[CH:7]=[CH:6][C:5]([C:8]2[N:9]=[C:10]3[CH:15]=[CH:14][CH:13]=[N:12][N:11]3[C:16]=2[C:17]2[CH:22]=[CH:21][N:20]=[C:19]([NH2:23])[CH:18]=2)=[CH:4][C:3]=1[CH3:24].C(N(CC)CC)C.[Cl:32][C:33]1[N:41]=[CH:40][CH:39]=[CH:38][C:34]=1[C:35](Cl)=[O:36].C(=O)([O-])O.[Na+]. The catalyst is O1CCCC1. The product is [Cl:32][C:33]1[N:41]=[CH:40][CH:39]=[CH:38][C:34]=1[C:35]([NH:23][C:19]1[CH:18]=[C:17]([C:16]2[N:11]3[N:12]=[CH:13][CH:14]=[CH:15][C:10]3=[N:9][C:8]=2[C:5]2[CH:6]=[CH:7][C:2]([F:1])=[C:3]([CH3:24])[CH:4]=2)[CH:22]=[CH:21][N:20]=1)=[O:36]. The yield is 0.730.